From a dataset of Full USPTO retrosynthesis dataset with 1.9M reactions from patents (1976-2016). Predict the reactants needed to synthesize the given product. (1) Given the product [NH2:1][C:2]1[C:9]([C:22]#[C:21][Si:23]([CH3:26])([CH3:25])[CH3:24])=[CH:8][C:5]([C:6]#[N:7])=[C:4]([CH3:11])[N:3]=1, predict the reactants needed to synthesize it. The reactants are: [NH2:1][C:2]1[C:9](I)=[CH:8][C:5]([C:6]#[N:7])=[C:4]([CH3:11])[N:3]=1.C(N(CC)CC)C.N#N.[C:21]([Si:23]([CH3:26])([CH3:25])[CH3:24])#[CH:22]. (2) Given the product [CH3:1][N:2]1[CH2:7][CH2:6][N:5]([CH2:8][C:10]2[CH:11]=[C:12]([CH:14]=[C:15]([C:17]([F:20])([F:18])[F:19])[CH:16]=2)[NH2:13])[CH2:4][CH2:3]1, predict the reactants needed to synthesize it. The reactants are: [CH3:1][N:2]1[CH2:7][CH2:6][N:5]([C:8]([C:10]2[CH:11]=[C:12]([CH:14]=[C:15]([C:17]([F:20])([F:19])[F:18])[CH:16]=2)[NH2:13])=O)[CH2:4][CH2:3]1.CSC.B.O1CCCC1.Cl.[OH-].[Na+]. (3) Given the product [CH3:3][C:2]1[CH2:1][CH:12]=[C:11]([CH2:10][CH2:9][CH2:8][CH2:7][OH:13])[CH2:5][C:4]=1[CH3:6], predict the reactants needed to synthesize it. The reactants are: [CH3:1][C:2]([C:4]([CH3:6])=[CH2:5])=[CH2:3].[CH2:7]([OH:13])[CH2:8][CH2:9][CH2:10][C:11]#[CH:12]. (4) Given the product [Cl:34][C:32]1[CH:31]=[CH:30][C:28]2[O:29][C:25]([N:22]([C@H:14]([C:11]3[N:12]([CH3:13])[C:8]([C:5]4[CH:4]=[CH:3][C:2]([N:1]5[CH:37]=[CH:41][CH:40]=[CH:39]5)=[CH:7][CH:6]=4)=[CH:9][N:10]=3)[CH2:15][C:16]3[CH:21]=[CH:20][CH:19]=[CH:18][N:17]=3)[CH:23]=[O:24])=[CH:26][C:27]=2[CH:33]=1, predict the reactants needed to synthesize it. The reactants are: [NH2:1][C:2]1[CH:7]=[CH:6][C:5]([C:8]2[N:12]([CH3:13])[C:11]([C@@H:14]([N:22]([C:25]3[O:29][C:28]4[CH:30]=[CH:31][C:32]([Cl:34])=[CH:33][C:27]=4[CH:26]=3)[CH:23]=[O:24])[CH2:15][C:16]3[CH:21]=[CH:20][CH:19]=[CH:18][N:17]=3)=[N:10][CH:9]=2)=[CH:4][CH:3]=1.CO[CH:37]1[CH2:41][CH2:40][CH:39](OC)O1. (5) Given the product [Cl:24][C:15]1[CH:14]=[C:13]([CH:18]=[C:17]([O:19][C:20]([F:23])([F:22])[F:21])[CH:16]=1)[O:12][CH2:11][C:9]1[C:8]([CH:25]2[CH2:27][CH2:26]2)=[CH:7][N:6]2[C:2]([NH:34][S:31]([CH3:28])(=[O:33])=[O:32])=[N:3][N:4]=[C:5]2[CH:10]=1, predict the reactants needed to synthesize it. The reactants are: Br[C:2]1[N:6]2[CH:7]=[C:8]([CH:25]3[CH2:27][CH2:26]3)[C:9]([CH2:11][O:12][C:13]3[CH:18]=[C:17]([O:19][C:20]([F:23])([F:22])[F:21])[CH:16]=[C:15]([Cl:24])[CH:14]=3)=[CH:10][C:5]2=[N:4][N:3]=1.[CH:28]1([S:31]([NH2:34])(=[O:33])=[O:32])CC1. (6) The reactants are: [Cl:1][CH2:2][C:3](Cl)=[O:4].[NH2:6][C:7]1[CH:12]=[CH:11][CH:10]=[C:9]([Br:13])[C:8]=1[CH2:14][OH:15].CCN(C(C)C)C(C)C. Given the product [Br:13][C:9]1[C:8]([CH2:14][OH:15])=[C:7]([NH:6][C:3](=[O:4])[CH2:2][Cl:1])[CH:12]=[CH:11][CH:10]=1, predict the reactants needed to synthesize it. (7) Given the product [C:1]([O:5][C:6]([N:8]1[CH2:14][CH2:13][CH2:12][N:11]([S:15]([C:18]2[CH:23]=[CH:22][C:21]([NH:24][C:25]3[N:30]=[CH:29][C:28]([CH:31]=[CH:32][C:34]4[CH:42]=[CH:41][CH:40]=[C:39]5[C:35]=4[CH:36]=[N:37][NH:38]5)=[CH:27][N:26]=3)=[CH:20][CH:19]=2)(=[O:17])=[O:16])[CH2:10][CH2:9]1)=[O:7])([CH3:4])([CH3:3])[CH3:2], predict the reactants needed to synthesize it. The reactants are: [C:1]([O:5][C:6]([N:8]1[CH2:14][CH2:13][CH2:12][N:11]([S:15]([C:18]2[CH:23]=[CH:22][C:21]([NH:24][C:25]3[N:30]=[CH:29][C:28]([CH:31]=[CH2:32])=[CH:27][N:26]=3)=[CH:20][CH:19]=2)(=[O:17])=[O:16])[CH2:10][CH2:9]1)=[O:7])([CH3:4])([CH3:3])[CH3:2].Br[C:34]1[CH:42]=[CH:41][CH:40]=[C:39]2[C:35]=1[CH:36]=[N:37][NH:38]2.C1C=CC(P(C2C=CC=CC=2)C2C=CC=CC=2)=CC=1.CCN(CC)CC. (8) Given the product [ClH:47].[N:32]12[CH2:33][CH2:34][C:35]([CH2:40][N:29]([C:8]3[N:9]=[CH:10][S:11][C:7]=3[C:1]3[CH:2]=[CH:3][CH:4]=[CH:5][CH:6]=3)[C:42](=[O:43])[OH:45])([CH2:36][CH2:37]1)[CH2:38][CH2:39]2, predict the reactants needed to synthesize it. The reactants are: [C:1]1([C:7]2[S:11][CH:10]=[N:9][C:8]=2C(O)=O)[CH:6]=[CH:5][CH:4]=[CH:3][CH:2]=1.C1C=CC(P([N:29]=[N+]=[N-])(C2C=CC=CC=2)=O)=CC=1.[N:32]12[CH2:39][CH2:38][C:35]([CH2:40]O)([CH2:36][CH2:37]1)[CH2:34][CH2:33]2.[C:42]([O-:45])(O)=[O:43].[Na+].[ClH:47].CCOC(C)=O. (9) Given the product [F:1][C:2]1[CH:27]=[CH:26][C:5]([CH2:6][CH:7]2[CH2:12][CH2:11][N:10]([C:13]([C:15]3[CH:16]=[C:17]4[C:25]([C:34](=[O:28])[C:32]([N:23]5[CH2:24][CH2:25][CH2:17][CH2:18]5)=[O:33])=[CH:24][N:23]([CH2:20][O:21][CH3:22])[C:18]4=[N:19][C:20]=3[O:21][CH3:22])=[O:14])[CH2:9][CH2:8]2)=[CH:4][CH:3]=1, predict the reactants needed to synthesize it. The reactants are: [F:1][C:2]1[CH:27]=[CH:26][C:5]([CH2:6][CH:7]2[CH2:12][CH2:11][N:10]([C:13]([C:15]3[CH:16]=[C:17]4[CH:25]=[CH:24][NH:23][C:18]4=[N:19][C:20]=3[O:21][CH3:22])=[O:14])[CH2:9][CH2:8]2)=[CH:4][CH:3]=1.[OH-:28].[K+].[Cl-].C[C:32]([CH3:34])=[O:33]. (10) Given the product [OH:10][C:2]1[CH:7]=[CH:6][N:5]=[CH:4][C:3]=1[CH:8]=[O:9], predict the reactants needed to synthesize it. The reactants are: Cl[C:2]1[CH:7]=[CH:6][N:5]=[CH:4][C:3]=1[CH:8]=[O:9].[OH:10]O.